This data is from Drug-target binding data from BindingDB using Ki measurements. The task is: Regression. Given a target protein amino acid sequence and a drug SMILES string, predict the binding affinity score between them. We predict pKi (pKi = -log10(Ki in M); higher means stronger inhibition). Dataset: bindingdb_ki. (1) The target protein sequence is PQITLWKRPLVTIRIGGQLKEALLDTGADDTVIEEMNLPGKWKPKMIGGIGGFIKVRQYDQIPVEIXGHKAIGTVLVGPTPVNIIGRNLLTQIGXTLNF. The small molecule is CCCOC[C@@H]1NC(=O)[C@@H](NC(=O)OC(C)(C)C)CCCCOc2ccc(cc2)C[C@@H]([C@H](O)CN(CCC(C)C)S(=O)(=O)c2ccc(NC(C)=O)cc2)NC1=O. The pKi is 7.3. (2) The drug is CC(=O)c1c(O)cccc1O[C@@H]1O[C@H](CO)[C@@H](O)[C@H]1O. The target protein (Q9HAS3) has sequence MELRSTAAPRAEGYSNVGFQNEENFLENENTSGNNSIRSRAVQSREHTNTKQDEEQVTVEQDSPRNREHMEDDDEEMQQKGCLERRYDTVCGFCRKHKTTLRHIIWGILLAGYLVMVISACVLNFHRALPLFVITVAAIFFVVWDHLMAKYEHRIDEMLSPGRRLLNSHWFWLKWVIWSSLVLAVIFWLAFDTAKLGQQQLVSFGGLIMYIVLLFLFSKYPTRVYWRPVLWGIGLQFLLGLLILRTDPGFIAFDWLGRQVQTFLEYTDAGASFVFGEKYKDHFFAFKVLPIVVFFSTVMSMLYYLGLMQWIIRKVGWIMLVTTGSSPIESVVASGNIFVGQTESPLLVRPYLPYITKSELHAIMTAGFSTIAGSVLGAYISFGVPSSHLLTASVMSAPASLAAAKLFWPETEKPKITLKNAMKMESGDSGNLLEAATQGASSSISLVANIAVNLIAFLALLSFMNSALSWFGNMFDYPQLSFELICSYIFMPFSFMMGVE.... The pKi is 4.4. (3) The compound is Cc1nocc1C(=O)N1CC2CNCC(C2)C1. The pKi is 7.7. The target protein (P43681) has sequence MELGGPGAPRLLPPLLLLLGTGLLRASSHVETRAHAEERLLKKLFSGYNKWSRPVANISDVVLVRFGLSIAQLIDVDEKNQMMTTNVWVKQEWHDYKLRWDPADYENVTSIRIPSELIWRPDIVLYNNADGDFAVTHLTKAHLFHDGRVQWTPPAIYKSSCSIDVTFFPFDQQNCTMKFGSWTYDKAKIDLVNMHSRVDQLDFWESGEWVIVDAVGTYNTRKYECCAEIYPDITYAFVIRRLPLFYTINLIIPCLLISCLTVLVFYLPSECGEKITLCISVLLSLTVFLLLITEIIPSTSLVIPLIGEYLLFTMIFVTLSIVITVFVLNVHHRSPRTHTMPTWVRRVFLDIVPRLLLMKRPSVVKDNCRRLIESMHKMASAPRFWPEPEGEPPATSGTQSLHPPSPSFCVPLDVPAEPGPSCKSPSDQLPPQQPLEAEKASPHPSPGPCRPPHGTQAPGLAKARSLSVQHMSSPGEAVEGGVRCRSRSIQYCVPRDDAAP....